From a dataset of Catalyst prediction with 721,799 reactions and 888 catalyst types from USPTO. Predict which catalyst facilitates the given reaction. Reactant: [H-].[Na+].[N+:3]([C:6]1[CH:7]=[N:8][CH:9]=[CH:10][C:11]=1[C:12]1[O:17][C@H:16]([CH2:18][OH:19])[C@@H:15]([O:20][Si:21]([CH:28]([CH3:30])[CH3:29])([CH:25]([CH3:27])[CH3:26])[CH:22]([CH3:24])[CH3:23])[C@H:14]([O:31][Si:32]([CH:39]([CH3:41])[CH3:40])([CH:36]([CH3:38])[CH3:37])[CH:33]([CH3:35])[CH3:34])[CH:13]=1)([O-:5])=[O:4].I[CH3:43]. Product: [CH3:43][O:19][CH2:18][C@@H:16]1[C@@H:15]([O:20][Si:21]([CH:28]([CH3:29])[CH3:30])([CH:22]([CH3:23])[CH3:24])[CH:25]([CH3:26])[CH3:27])[C@H:14]([O:31][Si:32]([CH:33]([CH3:35])[CH3:34])([CH:36]([CH3:38])[CH3:37])[CH:39]([CH3:41])[CH3:40])[CH:13]=[C:12]([C:11]2[CH:10]=[CH:9][N:8]=[CH:7][C:6]=2[N+:3]([O-:5])=[O:4])[O:17]1. The catalyst class is: 1.